This data is from Catalyst prediction with 721,799 reactions and 888 catalyst types from USPTO. The task is: Predict which catalyst facilitates the given reaction. Reactant: [CH:1]1([NH:4][C:5]([CH2:7][S:8]C(=O)C)=[O:6])[CH2:3][CH2:2]1.[CH3:12][OH:13].[CH3:14][O-:15].[Na+].Cl[C:18]1[N:25]=[C:24](SC)[C:23]([Cl:28])=[C:22]([CH3:29])[C:19]=1[C:20]#[N:21]. Product: [CH:1]1([NH:4][C:5]([C:7]2[S:8][C:18]3=[N:25][C:24]([O:13][CH2:12][CH2:14][OH:15])=[C:23]([Cl:28])[C:22]([CH3:29])=[C:19]3[C:20]=2[NH2:21])=[O:6])[CH2:2][CH2:3]1. The catalyst class is: 521.